This data is from Forward reaction prediction with 1.9M reactions from USPTO patents (1976-2016). The task is: Predict the product of the given reaction. (1) Given the reactants Br[C:2]1[C:3]([C:8]([NH2:10])=O)=[N:4][N:5]([CH3:7])[CH:6]=1.CN(C=O)C.S(Cl)(Cl)=O.[Cl:20][C:21]1[C:26]([F:27])=[CH:25][CH:24]=[C:23]([O:28][CH3:29])[C:22]=1[C@H:30]([C:32]1[C:40]2[C:35](=[N:36][CH:37]=[C:38](B3OC(C)(C)C(C)(C)O3)[CH:39]=2)[NH:34][CH:33]=1)[CH3:31].C([O-])([O-])=O.[K+].[K+].O, predict the reaction product. The product is: [Cl:20][C:21]1[C:26]([F:27])=[CH:25][CH:24]=[C:23]([O:28][CH3:29])[C:22]=1[C@H:30]([C:32]1[C:40]2[C:35](=[N:36][CH:37]=[C:38]([C:2]3[C:3]([C:8]#[N:10])=[N:4][N:5]([CH3:7])[CH:6]=3)[CH:39]=2)[NH:34][CH:33]=1)[CH3:31]. (2) Given the reactants [CH2:1]([OH:6])[CH2:2][CH2:3][CH2:4][CH3:5].I[C:8]1[C:9]([CH:21]2[CH:26]3[CH2:27][CH2:28][N:23]([CH2:24][CH2:25]3)[CH2:22]2)=[N:10][N:11](COCC[Si](C)(C)C)[CH:12]=1.CCO.CCO.C(N(CC)CC)C, predict the reaction product. The product is: [CH2:1]([O:6][C:8]1[C:9]([CH:21]2[CH:26]3[CH2:25][CH2:24][N:23]([CH2:28][CH2:27]3)[CH2:22]2)=[N:10][NH:11][CH:12]=1)[CH2:2][CH2:3][CH2:4][CH3:5]. (3) Given the reactants [NH2:1][C@H:2]1[CH2:7][CH2:6][N:5]([C:8]2[S:12][C:11]([CH3:13])=[C:10]([C:14]([O:16][CH3:17])=[O:15])[CH:9]=2)[CH2:4][C@H:3]1[O:18][CH3:19].[Cl:20][C:21]1[N:22]=[C:23]([C:28](O)=[O:29])[NH:24][C:25]=1[CH2:26][CH3:27].CCN=C=NCCCN(C)C.Cl.C1C=CC2N(O)N=NC=2C=1, predict the reaction product. The product is: [Cl:20][C:21]1[N:22]=[C:23]([C:28]([NH:1][C@H:2]2[CH2:7][CH2:6][N:5]([C:8]3[S:12][C:11]([CH3:13])=[C:10]([C:14]([O:16][CH3:17])=[O:15])[CH:9]=3)[CH2:4][C@H:3]2[O:18][CH3:19])=[O:29])[NH:24][C:25]=1[CH2:26][CH3:27]. (4) Given the reactants I[C:2]1[CH:7]=[CH:6][C:5]([O:8][CH2:9][C:10]2[CH:15]=[CH:14][CH:13]=[CH:12][CH:11]=2)=[CH:4][CH:3]=1.C([Li])CCC.[O:21]=[C:22]1[CH2:27][CH2:26][N:25]([C:28]([O:30][C:31]([CH3:34])([CH3:33])[CH3:32])=[O:29])[CH2:24][CH2:23]1.[Cl-].[NH4+], predict the reaction product. The product is: [OH:21][C:22]1([C:2]2[CH:7]=[CH:6][C:5]([O:8][CH2:9][C:10]3[CH:15]=[CH:14][CH:13]=[CH:12][CH:11]=3)=[CH:4][CH:3]=2)[CH2:23][CH2:24][N:25]([C:28]([O:30][C:31]([CH3:34])([CH3:33])[CH3:32])=[O:29])[CH2:26][CH2:27]1. (5) Given the reactants [C:1]([C:5]1[O:6][C:7](C(O)=O)=[C:8]([C:10]2[CH:15]=[CH:14][C:13]([CH3:16])=[CH:12][CH:11]=2)[N:9]=1)([CH3:4])([CH3:3])[CH3:2].C1(P(N=[N+]=[N-])(C2C=CC=CC=2)=[O:27])C=CC=CC=1.C([N:39]([CH2:42]C)CC)C.[OH:44][C:45]1[CH:52]=[CH:51][CH:50]=[CH:49][C:46]=1[CH2:47][NH2:48], predict the reaction product. The product is: [OH:44][C:45]1[CH:52]=[CH:51][CH:50]=[CH:49][C:46]=1[CH2:47][NH:48][C:42]([NH:39][C:7]1[O:6][C:5]([C:1]([CH3:2])([CH3:3])[CH3:4])=[N:9][C:8]=1[C:10]1[CH:11]=[CH:12][C:13]([CH3:16])=[CH:14][CH:15]=1)=[O:27]. (6) Given the reactants [OH:1][C:2]1[NH:6][N:5]=[C:4]([C:7]([O:9][CH2:10][CH3:11])=[O:8])[CH:3]=1.C(=O)([O-])[O-].[K+].[K+].Cl[CH:19]1[CH2:24][CH2:23][CH2:22][CH2:21][C:20]1=[O:25], predict the reaction product. The product is: [CH2:10]([O:9][C:7]([C:4]1[CH:3]=[C:2]([O:1][CH:19]2[CH2:24][CH2:23][CH2:22][CH2:21][C:20]2=[O:25])[NH:6][N:5]=1)=[O:8])[CH3:11].